From a dataset of Full USPTO retrosynthesis dataset with 1.9M reactions from patents (1976-2016). Predict the reactants needed to synthesize the given product. Given the product [Cl:1][C:2]1[CH:3]=[N:4][C:5]([N:8]2[CH2:13][CH2:12][CH:11]([N:14]([CH:15]3[CH2:17][CH2:16]3)[C:22](=[O:23])[C:21]3[CH:25]=[CH:26][C:27]([N:28]4[CH:32]=[CH:31][N:30]=[C:29]4[CH3:33])=[C:19]([F:18])[CH:20]=3)[CH2:10][CH2:9]2)=[N:6][CH:7]=1, predict the reactants needed to synthesize it. The reactants are: [Cl:1][C:2]1[CH:3]=[N:4][C:5]([N:8]2[CH2:13][CH2:12][CH:11]([NH:14][CH:15]3[CH2:17][CH2:16]3)[CH2:10][CH2:9]2)=[N:6][CH:7]=1.[F:18][C:19]1[CH:20]=[C:21]([CH:25]=[CH:26][C:27]=1[N:28]1[CH:32]=[CH:31][N:30]=[C:29]1[CH3:33])[C:22](O)=[O:23].